Dataset: Forward reaction prediction with 1.9M reactions from USPTO patents (1976-2016). Task: Predict the product of the given reaction. (1) Given the reactants [N:1]([O-])=O.[Na+].[Br:5][C:6]1[CH:12]=[CH:11][C:9]([NH2:10])=[CH:8][C:7]=1[O:13][CH3:14].Cl.[C:16]([CH2:18][C:19]([NH2:21])=[O:20])#[N:17].O.O.O.C([O-])(=O)C.[Na+], predict the reaction product. The product is: [Br:5][C:6]1[CH:12]=[CH:11][C:9]([N:10]=[N:1][CH:18]([C:16]#[N:17])[C:19]([NH2:21])=[O:20])=[CH:8][C:7]=1[O:13][CH3:14]. (2) The product is: [ClH:48].[CH3:17][O:16][C:14](=[O:15])[C@@H:9]([CH3:10])[NH2:8].[CH:39]([N:42]([CH:45]([CH3:47])[CH3:46])[CH2:43][CH3:44])([CH3:41])[CH3:40].[CH3:27][C@@H:26]1[C:1](=[O:3])[N:8]2[CH2:13][CH2:12][NH:42][CH2:10][CH:9]2[C:14](=[O:16])[NH:25]1. Given the reactants [C:1]([N:8]1[CH2:13][CH2:12]O[CH2:10][CH:9]1[C:14]([OH:16])=[O:15])([O:3]C(C)(C)C)=O.[CH3:17]N(C(O[N:25]1N=N[C:27]2C=CC=C[C:26]1=2)=[N+](C)C)C.[B-](F)(F)(F)F.[CH:39]([N:42]([CH:45]([CH3:47])[CH3:46])[CH2:43][CH3:44])([CH3:41])[CH3:40].[Cl:48]CCl, predict the reaction product. (3) Given the reactants [F:1][C:2]1[CH:17]=[C:16]([CH:18]=O)[CH:15]=[CH:14][C:3]=1[O:4][C:5]1[CH:6]=[CH:7][C:8]([C:11]([NH2:13])=[O:12])=[N:9][CH:10]=1.[O:20]1[CH2:25][CH2:24][CH:23]([CH2:26][CH2:27][NH2:28])[CH2:22][CH2:21]1, predict the reaction product. The product is: [F:1][C:2]1[CH:17]=[C:16]([CH2:18][NH:28][CH2:27][CH2:26][CH:23]2[CH2:24][CH2:25][O:20][CH2:21][CH2:22]2)[CH:15]=[CH:14][C:3]=1[O:4][C:5]1[CH:6]=[CH:7][C:8]([C:11]([NH2:13])=[O:12])=[N:9][CH:10]=1. (4) Given the reactants [NH2:1][C:2]1[CH:7]=[CH:6][C:5]([OH:8])=[CH:4][CH:3]=1.[Cl:9][C:10]1[C:19]2[C:14](=[CH:15][CH:16]=[CH:17][CH:18]=2)[C:13]([C:20]2[CH:25]=[CH:24][CH:23]=[CH:22][CH:21]=2)=[N:12][N:11]=1.CCOCC, predict the reaction product. The product is: [ClH:9].[C:20]1([C:13]2[C:14]3[C:19](=[CH:18][CH:17]=[CH:16][CH:15]=3)[C:10]([NH:1][C:2]3[CH:7]=[CH:6][C:5]([OH:8])=[CH:4][CH:3]=3)=[N:11][N:12]=2)[CH:21]=[CH:22][CH:23]=[CH:24][CH:25]=1. (5) Given the reactants N#N.[N:3]([CH2:6][C:7]1[N:12]=[N:11][CH:10]=[N:9][C:8]=1[O:13][CH3:14])=[N+]=[N-], predict the reaction product. The product is: [CH3:14][O:13][C:8]1[N:9]=[CH:10][N:11]=[N:12][C:7]=1[CH2:6][NH2:3]. (6) Given the reactants C(OC1C=CC(C=O)=CC=1)CCC.Br[C:15]1[CH2:19][CH2:18][O:17][N:16]=1.[OH:20][C:21]1[CH:22]=[N:23][CH:24]=[N:25][CH:26]=1, predict the reaction product. The product is: [N:23]1[CH:22]=[C:21]([O:20][C:15]2[CH2:19][CH2:18][O:17][N:16]=2)[CH:26]=[N:25][CH:24]=1. (7) Given the reactants [O:1]=[S:2]1(=[O:15])[CH2:6][CH2:5][CH2:4][N:3]1[C@@H:7]([CH2:11][CH:12]([CH3:14])[CH3:13])[C:8]([OH:10])=O.C(N(CC)CC)C.ON1C2C=CC=CC=2N=N1.CC[N+](CCCN(C)C)=C=N.[CH2:44]([N:51]1[CH2:55][C@H:54]2[C@H:56]([NH2:59])[CH2:57][CH2:58][C@H:53]2[CH2:52]1)[C:45]1[CH:50]=[CH:49][CH:48]=[CH:47][CH:46]=1, predict the reaction product. The product is: [CH2:44]([N:51]1[CH2:55][C@H:54]2[C@H:56]([NH:59][C:8](=[O:10])[C@@H:7]([N:3]3[CH2:4][CH2:5][CH2:6][S:2]3(=[O:1])=[O:15])[CH2:11][CH:12]([CH3:14])[CH3:13])[CH2:57][CH2:58][C@H:53]2[CH2:52]1)[C:45]1[CH:46]=[CH:47][CH:48]=[CH:49][CH:50]=1.